From a dataset of Forward reaction prediction with 1.9M reactions from USPTO patents (1976-2016). Predict the product of the given reaction. (1) The product is: [O:25]1[CH:26]=[CH:27][C:23]([C:29]2[C:30]([O:49][CH3:50])=[C:31]([C:36]([CH2:39][S:40]([N:43]3[CH2:48][CH2:47][CH2:46][CH2:45][CH2:44]3)(=[O:42])=[O:41])=[CH:37][CH:38]=2)[C:32]([O:34][CH3:35])=[O:33])=[CH:24]1. Given the reactants C1(S(CC2C(C(OCC)=O)=C(O)C([C:23]3[CH:27]=[CH:26][O:25][CH:24]=3)=CC=2)(=O)=O)C=CC=CC=1.Br[C:29]1[C:30]([O:49][CH3:50])=[C:31]([C:36]([CH2:39][S:40]([N:43]2[CH2:48][CH2:47][CH2:46][CH2:45][CH2:44]2)(=[O:42])=[O:41])=[CH:37][CH:38]=1)[C:32]([O:34][CH3:35])=[O:33].O1C=CC(B(O)O)=C1, predict the reaction product. (2) Given the reactants [C:1]1([C:25]2[CH:30]=[CH:29][CH:28]=[CH:27][CH:26]=2)[CH:6]=[CH:5][C:4]([C:7]2[C:22]([F:23])=[CH:21][C:10]3[N:11](CC=C)[C:12](S(C)(=O)=O)=[N:13][C:9]=3[C:8]=2[F:24])=[CH:3][CH:2]=1.CC(C1NC(=O)C(CCSC)NC(=O)C(NC(C(NC(C(N[C:102]([CH:104](NC(C(N)CC(O)=O)=O)[CH:105]([OH:107])[CH3:106])=[O:103])CCSC)=O)CCCNC(N)=N)=O)CSSCC(C(NC(C(NC(C(NC(C(O)=O)C(C)C)=O)CCC(O)=O)=O)CC2C3C(=CC=CC=3)NC=2)=O)NC(=O)C2N(CCC2)C(=O)C(CCCNC(N)=N)NC(=O)C(CC2C=CC(O)=CC=2)NC(=O)C(C(C)C)NC(=O)C(CCCNC(N)=N)NC(=O)CNC1=O)C.[C:175]([O-:178])([O-])=O.[Cs+].[Cs+].CN1C(=O)CC(=O)N(C)[C:183]1=[O:184].CCCC[N+](CCCC)(CCCC)CCCC.[F-].C1COCC1, predict the reaction product. The product is: [C:1]1([C:25]2[CH:26]=[CH:27][CH:28]=[CH:29][CH:30]=2)[CH:6]=[CH:5][C:4]([C:7]2[C:22]([F:23])=[CH:21][C:10]3[NH:11][C:12]([O:107][C@H:105]4[C@H:104]5[O:184][CH2:183][C@@H:175]([OH:178])[C@H:102]5[O:103][CH2:106]4)=[N:13][C:9]=3[C:8]=2[F:24])=[CH:3][CH:2]=1. (3) Given the reactants [CH2:1]([N:8]1[C:16]2[C:11](=[CH:12][CH:13]=[C:14]([OH:17])[CH:15]=2)[C:10]([C:18]([NH:20][CH2:21][C:22]2[CH:27]=[CH:26][C:25]([F:28])=[C:24]([F:29])[CH:23]=2)=[O:19])=[C:9]1[CH:30]([CH3:32])[CH3:31])[C:2]1[CH:7]=[CH:6][CH:5]=[CH:4][CH:3]=1.[C:33](Cl)(=[O:38])[C:34]([CH3:37])([CH3:36])[CH3:35], predict the reaction product. The product is: [C:33]([O:17][C:14]1[CH:15]=[C:16]2[C:11]([C:10]([C:18](=[O:19])[NH:20][CH2:21][C:22]3[CH:27]=[CH:26][C:25]([F:28])=[C:24]([F:29])[CH:23]=3)=[C:9]([CH:30]([CH3:32])[CH3:31])[N:8]2[CH2:1][C:2]2[CH:7]=[CH:6][CH:5]=[CH:4][CH:3]=2)=[CH:12][CH:13]=1)(=[O:38])[C:34]([CH3:37])([CH3:36])[CH3:35].